From a dataset of Reaction yield outcomes from USPTO patents with 853,638 reactions. Predict the reaction yield, written as a fraction of the theoretical maximum amount of product (1.0 means a 100% yield; for example, 0.34 means a 34% yield). (1) The reactants are C(Cl)(=O)C(Cl)=O.CS(C)=O.[CH3:11][C:12]1([CH3:21])[C:16]2([CH3:20])[CH:17]([OH:19])[CH2:18][CH:13]1[CH2:14][CH2:15]2.C(N(C(C)C)CC)(C)C. The catalyst is C(Cl)Cl.C1(C)C=CC=CC=1. The product is [C:16]12([CH3:20])[C:12]([CH3:21])([CH3:11])[CH:13]([CH2:14][CH2:15]1)[CH2:18][C:17]2=[O:19]. The yield is 0.940. (2) The reactants are C(N(CC)CC)C.[CH2:8]([C:10]1[CH:11]=[CH:12][C:13]([CH:16](O)[CH2:17][O:18][C:19]2[CH:26]=[CH:25][C:22]([CH:23]=[O:24])=[CH:21][CH:20]=2)=[N:14][CH:15]=1)[CH3:9].[S:28](Cl)([CH3:31])(=[O:30])=[O:29]. The catalyst is ClCCl.O. The product is [CH2:8]([C:10]1[CH:11]=[CH:12][C:13]([CH:16]([S:28]([CH3:31])(=[O:30])=[O:29])[CH2:17][O:18][C:19]2[CH:26]=[CH:25][C:22]([CH:23]=[O:24])=[CH:21][CH:20]=2)=[N:14][CH:15]=1)[CH3:9]. The yield is 0.700. (3) The reactants are C(N[CH:5]([CH3:7])[CH3:6])(C)C.C([Li])CCC.CCCCCC.[CH2:19]([O:21][C:22]([CH:24]1[CH2:29][CH2:28][CH:27]([O:30][Si:31]([C:44]([CH3:47])([CH3:46])[CH3:45])([C:38]2[CH:43]=[CH:42][CH:41]=[CH:40][CH:39]=2)[C:32]2[CH:37]=[CH:36][CH:35]=[CH:34][CH:33]=2)[CH2:26][CH2:25]1)=[O:23])[CH3:20].C(I)C=C. The catalyst is C1COCC1.CN(C)P(N(C)C)(N(C)C)=O. The product is [CH2:19]([O:21][C:22]([C:24]1([CH2:7][CH:5]=[CH2:6])[CH2:29][CH2:28][CH:27]([O:30][Si:31]([C:44]([CH3:45])([CH3:47])[CH3:46])([C:32]2[CH:33]=[CH:34][CH:35]=[CH:36][CH:37]=2)[C:38]2[CH:43]=[CH:42][CH:41]=[CH:40][CH:39]=2)[CH2:26][CH2:25]1)=[O:23])[CH3:20]. The yield is 0.990. (4) The reactants are [Br:1][C:2]1[CH:10]=[C:9]2[C:5]([CH:6]=[CH:7][NH:8]2)=[CH:4][CH:3]=1.[H-].[Na+].I[CH3:14]. The catalyst is C1COCC1. The product is [Br:1][C:2]1[CH:10]=[C:9]2[C:5]([CH:6]=[CH:7][N:8]2[CH3:14])=[CH:4][CH:3]=1. The yield is 0.910.